From a dataset of NCI-60 drug combinations with 297,098 pairs across 59 cell lines. Regression. Given two drug SMILES strings and cell line genomic features, predict the synergy score measuring deviation from expected non-interaction effect. Drug 1: C1CN(CCN1C(=O)CCBr)C(=O)CCBr. Drug 2: C1C(C(OC1N2C=NC3=C2NC=NCC3O)CO)O. Cell line: COLO 205. Synergy scores: CSS=38.2, Synergy_ZIP=-1.69, Synergy_Bliss=-3.54, Synergy_Loewe=-4.42, Synergy_HSA=-3.84.